Task: Binary Classification. Given a drug SMILES string, predict its activity (active/inactive) in a high-throughput screening assay against a specified biological target.. Dataset: HIV replication inhibition screening data with 41,000+ compounds from the AIDS Antiviral Screen (1) The drug is CCOC(=O)C(=Cc1cccc(Cl)c1)[Se]c1ccccc1. The result is 0 (inactive). (2) The drug is COC(=O)c1cc(C(=CCCCC(=O)O)c2cc(Cl)c(OC)c(C(=O)OC)c2)cc(Cl)c1OC. The result is 0 (inactive). (3) The drug is CCOC(=O)C(CCSC)(CCSC)C(=O)OCC. The result is 0 (inactive). (4) The drug is CC(C)=CC1c2[nH]c3ccccc3c2CC(C(=O)O)N1C(=O)OC(C)(C)C(Cl)(Cl)Cl. The result is 0 (inactive). (5) The compound is Cc1ccc(C2SC(=N)Nc3c2c(C)nn3C(=O)c2ccncc2)cc1. The result is 0 (inactive). (6) The compound is O=c1c(Cc2ccccc2)c(O)cc2n1CCC2. The result is 0 (inactive). (7) The drug is Cc1oc2nc(N(C)C)n3c(C)nnc3c2c1C. The result is 0 (inactive).